From a dataset of Reaction yield outcomes from USPTO patents with 853,638 reactions. Predict the reaction yield, written as a fraction of the theoretical maximum amount of product (1.0 means a 100% yield; for example, 0.34 means a 34% yield). The reactants are [CH:1]1[CH:2]=[CH:3][C:4]([CH2:7][CH2:8][CH2:9][CH2:10][O:11][CH2:12][CH2:13][CH2:14][CH2:15][CH2:16][CH2:17][NH:18]CC(O)C2C=CC(O)=C(CO)C=2)=[CH:5][CH:6]=1.C1C=CC2C(O)=C(C(O)=O)C=CC=2C=1.C(=O)([O-])[O-].[K+].[K+].O1CCOCC1.O.[C:69]([O:68][C:66](O[C:66]([O:68][C:69]([CH3:72])([CH3:71])[CH3:70])=[O:67])=[O:67])([CH3:72])([CH3:71])[CH3:70]. The catalyst is O1CCOCC1.O. The product is [C:69]([O:68][C:66](=[O:67])[NH:18][CH2:17][CH2:16][CH2:15][CH2:14][CH2:13][CH2:12][O:11][CH2:10][CH2:9][CH2:8][CH2:7][C:4]1[CH:3]=[CH:2][CH:1]=[CH:6][CH:5]=1)([CH3:70])([CH3:71])[CH3:72]. The yield is 0.890.